This data is from HIV replication inhibition screening data with 41,000+ compounds from the AIDS Antiviral Screen. The task is: Binary Classification. Given a drug SMILES string, predict its activity (active/inactive) in a high-throughput screening assay against a specified biological target. (1) The molecule is Cl.O=C(NCCCCN1CCCC1)C(c1cc2ccccc2s1)C1CCCCC1. The result is 0 (inactive). (2) The compound is O=C(O)C12C3CCCC1C2CC3. The result is 0 (inactive). (3) The drug is CC(C)CCCC(C)C1CCC2C3CCC4CC(CCC=C(c5cc(Cl)c(OCC(=O)O)c(C(=O)O)c5)c5cc(Cl)c(OCC(=O)O)c(C(=O)O)c5)CCC4(C)C3CCC12C.[NaH]. The result is 0 (inactive). (4) The drug is O=C(NCCNCCNC(=O)c1cc(-c2ccccc2)nc2ccccc12)c1cc(-c2ccccc2)nc2ccccc12. The result is 0 (inactive). (5) The compound is CCN(CC)c1ccc(N=O)c(O)c1. The result is 0 (inactive). (6) The compound is O=C(CCC(C(=O)OCc1ccccc1)C(=O)OCc1ccccc1)Nc1ccc(OCc2ccccc2)cc1. The result is 0 (inactive). (7) The compound is CC1(C)CC(=O)CC(C)(C)ON1. The result is 0 (inactive). (8) The compound is CC1=NC(=O)C(C)(c2ccccc2)N1CCc1ccccc1. The result is 0 (inactive). (9) The molecule is Cc1ccc(NC(=O)c2nc(S)nc(N)c2-c2ccccc2C)cc1C. The result is 0 (inactive). (10) The compound is Cn1c(=O)c2nc(-c3ccc(Cl)cc3)oc2n(C)c1=O. The result is 0 (inactive).